Dataset: Forward reaction prediction with 1.9M reactions from USPTO patents (1976-2016). Task: Predict the product of the given reaction. (1) Given the reactants [C:1]([O:5][C:6](=[O:15])[NH:7][C:8]1[CH:13]=[CH:12][C:11]([NH2:14])=[CH:10][CH:9]=1)([CH3:4])([CH3:3])[CH3:2].[O-]S([O-])(=O)=O.[Mg+2].[C:22]([C:26]1C=CC=[C:28](O)[C:27]=1O)(C)([CH3:24])[CH3:23].II, predict the reaction product. The product is: [C:1]([O:5][C:6](=[O:15])[NH:7][C:8]1[CH:9]=[C:10]2[C:11](=[CH:12][CH:13]=1)[NH:14][C:22]([CH3:24])([CH3:23])[CH:26]=[C:27]2[CH3:28])([CH3:4])([CH3:2])[CH3:3]. (2) Given the reactants [CH:1]1([C:4]2[CH:24]=[CH:23][C:7]([CH2:8][NH:9][CH2:10][CH2:11][C:12]3[CH:17]=[CH:16][C:15](F)=[C:14]([C:19]([F:22])([F:21])[F:20])[CH:13]=3)=[CH:6][CH:5]=2)[CH2:3][CH2:2]1.[CH3:25]C1(C2C=CC(C=O)=CC=2)CC1.FC(F)(F)C1C=C(CCN)C=CC=1.[BH4-].[Na+], predict the reaction product. The product is: [CH3:25][C:1]1([C:4]2[CH:24]=[CH:23][C:7]([CH2:8][NH:9][CH2:10][CH2:11][C:12]3[CH:17]=[CH:16][CH:15]=[C:14]([C:19]([F:22])([F:21])[F:20])[CH:13]=3)=[CH:6][CH:5]=2)[CH2:3][CH2:2]1. (3) Given the reactants [N:1]1[C:10]2[C:5](=[CH:6][C:7]([C:11]([O:13]C)=O)=[CH:8][CH:9]=2)[CH:4]=[CH:3][CH:2]=1.[CH3:15][C:16]1[CH:21]=[CH:20][CH:19]=[CH:18][N:17]=1, predict the reaction product. The product is: [N:1]1[C:10]2[C:5](=[CH:6][C:7]([C:11](=[O:13])[CH2:15][C:16]3[CH:21]=[CH:20][CH:19]=[CH:18][N:17]=3)=[CH:8][CH:9]=2)[CH:4]=[CH:3][CH:2]=1. (4) Given the reactants I[C:2]1[CH:3]=[C:4]([CH:7]=[CH:8][CH:9]=1)[C:5]#[N:6].[C:10]([C:12]1[CH:13]=[N:14][CH:15]=[C:16]([O:18][CH3:19])[CH:17]=1)#[CH:11], predict the reaction product. The product is: [CH3:19][O:18][C:16]1[CH:17]=[C:12]([C:10]#[C:11][C:2]2[CH:3]=[C:4]([CH:7]=[CH:8][CH:9]=2)[C:5]#[N:6])[CH:13]=[N:14][CH:15]=1. (5) Given the reactants [CH:1]1([C:7]2[O:11][N:10]=[C:9]([C:12]3(O)[O:16][N:15]=[C:14]4[C:17]5[C:22]([CH2:23][CH2:24][CH:13]34)=[CH:21][C:20]([CH:25]=[CH2:26])=[CH:19][CH:18]=5)[C:8]=2[C:28]([F:31])([F:30])[F:29])[CH2:6][CH2:5][CH2:4][CH2:3][CH2:2]1.S(Cl)(Cl)=O, predict the reaction product. The product is: [CH:1]1([C:7]2[O:11][N:10]=[C:9]([C:12]3[O:16][N:15]=[C:14]4[C:17]5[C:22]([CH2:23][CH2:24][C:13]=34)=[CH:21][C:20]([CH:25]=[CH2:26])=[CH:19][CH:18]=5)[C:8]=2[C:28]([F:29])([F:30])[F:31])[CH2:2][CH2:3][CH2:4][CH2:5][CH2:6]1. (6) The product is: [NH2:26][C:21]1[CH:22]=[CH:23][CH:24]=[CH:25][C:20]=1[NH:27][C:2]1[CH:19]=[CH:18][C:5]2[C:6](=[O:17])[C:7]3[CH:14]=[CH:13][C:12]([O:15][CH3:16])=[CH:11][C:8]=3[CH2:9][CH2:10][C:4]=2[CH:3]=1. Given the reactants Cl[C:2]1[CH:19]=[CH:18][C:5]2[C:6](=[O:17])[C:7]3[CH:14]=[CH:13][C:12]([O:15][CH3:16])=[CH:11][C:8]=3[CH2:9][CH2:10][C:4]=2[CH:3]=1.[C:20]1([NH2:27])[CH:25]=[CH:24][CH:23]=[CH:22][C:21]=1[NH2:26].P, predict the reaction product.